Dataset: Catalyst prediction with 721,799 reactions and 888 catalyst types from USPTO. Task: Predict which catalyst facilitates the given reaction. (1) Reactant: [CH:1]([O:4][C:5](=[O:14])[C:6]1[CH:11]=[CH:10][CH:9]=[C:8]([C:12]#[CH:13])[CH:7]=1)([CH3:3])[CH3:2].[CH2:15]([O:17][C:18](=[O:28])[CH2:19][C:20]1[CH:25]=[CH:24][C:23](I)=[CH:22][C:21]=1[F:27])[CH3:16].C(N(CC)CC)C.C(OCC)(=O)C. Product: [CH:1]([O:4][C:5](=[O:14])[C:6]1[CH:11]=[CH:10][CH:9]=[C:8]([C:12]#[C:13][C:23]2[CH:24]=[CH:25][C:20]([CH2:19][C:18]([O:17][CH2:15][CH3:16])=[O:28])=[C:21]([F:27])[CH:22]=2)[CH:7]=1)([CH3:3])[CH3:2]. The catalyst class is: 730. (2) Reactant: [C:1]([CH2:6][C:7]([O:9][CH3:10])=[O:8])(=[O:5])[CH:2]([CH3:4])[CH3:3].C[O-].[Na+].[Cl:14][C:15]1[CH:20]=[CH:19][CH:18]=[C:17]([Cl:21])[C:16]=1[C:22](Cl)=[N:23]O. Product: [CH3:10][O:9][C:7]([C:6]1[C:22]([C:16]2[C:15]([Cl:14])=[CH:20][CH:19]=[CH:18][C:17]=2[Cl:21])=[N:23][O:5][C:1]=1[CH:2]([CH3:4])[CH3:3])=[O:8]. The catalyst class is: 1. (3) Reactant: Cl.[NH2:2][CH2:3][C:4]1[CH:9]=[CH:8][C:7]([NH:10]/[C:11](=[C:18]2\[C:19](=[O:30])[NH:20][C:21]3[C:26]\2=[CH:25][C:24]([N+:27]([O-:29])=[O:28])=[CH:23][CH:22]=3)/[C:12]2[CH:17]=[CH:16][CH:15]=[CH:14][CH:13]=2)=[CH:6][CH:5]=1.[CH:31](=O)[CH2:32][CH2:33][CH3:34].C([BH3-])#N.[Na+]. Product: [CH2:31]([NH:2][CH2:3][C:4]1[CH:5]=[CH:6][C:7]([NH:10]/[C:11](=[C:18]2\[C:19](=[O:30])[NH:20][C:21]3[C:26]\2=[CH:25][C:24]([N+:27]([O-:29])=[O:28])=[CH:23][CH:22]=3)/[C:12]2[CH:13]=[CH:14][CH:15]=[CH:16][CH:17]=2)=[CH:8][CH:9]=1)[CH2:32][CH2:33][CH3:34]. The catalyst class is: 5. (4) Product: [CH:62]1([N:58]2[CH2:59][CH2:60][CH2:61][N:55]([C:53]([CH:51]3[CH2:50][N:49]([C:11]([C:8]4[CH:7]=[CH:6][C:5]([C:2]([OH:1])([CH3:3])[CH3:4])=[N:10][CH:9]=4)=[O:13])[CH2:52]3)=[O:54])[CH2:56][CH2:57]2)[CH2:65][CH2:64][CH2:63]1. Reactant: [OH:1][C:2]([C:5]1[N:10]=[CH:9][C:8]([C:11]([O-:13])=O)=[CH:7][CH:6]=1)([CH3:4])[CH3:3].[Li+].C1C=CC2N(O)N=NC=2C=1.CN(C(ON1N=NC2C=CC=CC1=2)=[N+](C)C)C.F[P-](F)(F)(F)(F)F.[NH:49]1[CH2:52][CH:51]([C:53]([N:55]2[CH2:61][CH2:60][CH2:59][N:58]([CH:62]3[CH2:65][CH2:64][CH2:63]3)[CH2:57][CH2:56]2)=[O:54])[CH2:50]1. The catalyst class is: 3. (5) Reactant: [Br:1][C:2]1[CH:21]=[CH:20][C:5]([C:6]([N:8]2[CH2:11][CH:10]([NH:12]C(=O)OC(C)(C)C)[CH2:9]2)=[O:7])=[CH:4][CH:3]=1.FC(F)(F)C(O)=O. Product: [NH2:12][CH:10]1[CH2:11][N:8]([C:6]([C:5]2[CH:20]=[CH:21][C:2]([Br:1])=[CH:3][CH:4]=2)=[O:7])[CH2:9]1. The catalyst class is: 2. (6) Reactant: C([O:4][CH2:5][CH:6]=[C:7]([CH3:16])[CH2:8][CH2:9][CH:10]=[C:11]([CH3:15])[C:12]([OH:14])=[O:13])(=O)C.C(=O)([O-])[O-].[K+].[K+].C(Cl)Cl.Cl. Product: [OH:4][CH2:5][CH:6]=[C:7]([CH3:16])[CH2:8][CH2:9][CH:10]=[C:11]([CH3:15])[C:12]([OH:14])=[O:13]. The catalyst class is: 24. (7) Reactant: C(OC([N:8]1[CH2:13][CH2:12][CH:11]([NH:14][C:15]2[CH:20]=[C:19]([F:21])[C:18]([CH3:22])=[CH:17][C:16]=2[NH2:23])[CH2:10][CH2:9]1)=O)(C)(C)C.[CH:24]([O-])([O-])OC. Product: [F:21][C:19]1[C:18]([CH3:22])=[CH:17][C:16]2[N:23]=[CH:24][N:14]([CH:11]3[CH2:10][CH2:9][NH:8][CH2:13][CH2:12]3)[C:15]=2[CH:20]=1. The catalyst class is: 106. (8) Reactant: [CH:1]([C:3]1[CH:12]=[CH:11][C:6]([C:7]([O:9][CH3:10])=[O:8])=[CH:5][CH:4]=1)=[O:2].B(F)(F)F.CCOCC.C[Si](C)(C)[O:24][C:25](/[CH:27]=[CH:28]/[CH3:29])=[CH2:26].Cl.[F-].C([N+](CCCC)(CCCC)CCCC)CCC.C1COCC1. Product: [CH3:29][C@H:28]1[O:2][C@@H:1]([C:3]2[CH:12]=[CH:11][C:6]([C:7]([O:9][CH3:10])=[O:8])=[CH:5][CH:4]=2)[CH2:26][C:25](=[O:24])[CH2:27]1. The catalyst class is: 11. (9) Reactant: [C:1]1([S:7]([N:10]2[C:18]3[C:13](=[CH:14][CH:15]=[C:16]([F:19])[CH:17]=3)[C:12]([C:20]3[CH:21]=[CH:22][C:23]4[N:27]=[C:26]([CH2:28]Cl)[NH:25][C:24]=4[CH:30]=3)=[CH:11]2)(=[O:9])=[O:8])[CH:6]=[CH:5][CH:4]=[CH:3][CH:2]=1.[NH2:31][CH2:32][CH2:33][OH:34]. Product: [F:19][C:16]1[CH:17]=[C:18]2[C:13]([C:12]([C:20]3[CH:21]=[CH:22][C:23]4[N:27]=[C:26]([CH2:28][NH:31][CH2:32][CH2:33][OH:34])[NH:25][C:24]=4[CH:30]=3)=[CH:11][N:10]2[S:7]([C:1]2[CH:6]=[CH:5][CH:4]=[CH:3][CH:2]=2)(=[O:9])=[O:8])=[CH:14][CH:15]=1. The catalyst class is: 3. (10) Product: [CH:8]1([C:14]2[CH:45]=[CH:44][C:17]([CH2:18][O:19][C:20]3[CH:25]=[CH:24][C:23]([C:26]4[N:27]=[C:28]([N:31]([CH2:33][C:34]5[CH:35]=[CH:36][C:37]([C:38]([OH:40])=[O:39])=[CH:42][CH:43]=5)[CH3:32])[S:29][CH:30]=4)=[CH:22][CH:21]=3)=[CH:16][CH:15]=2)[CH2:13][CH2:12][CH2:11][CH2:10][CH2:9]1. The catalyst class is: 72. Reactant: O1CCCC1.[OH-].[Na+].[CH:8]1([C:14]2[CH:45]=[CH:44][C:17]([CH2:18][O:19][C:20]3[CH:25]=[CH:24][C:23]([C:26]4[N:27]=[C:28]([N:31]([CH2:33][C:34]5[CH:43]=[CH:42][C:37]([C:38]([O:40]C)=[O:39])=[CH:36][CH:35]=5)[CH3:32])[S:29][CH:30]=4)=[CH:22][CH:21]=3)=[CH:16][CH:15]=2)[CH2:13][CH2:12][CH2:11][CH2:10][CH2:9]1.Cl.